Dataset: Full USPTO retrosynthesis dataset with 1.9M reactions from patents (1976-2016). Task: Predict the reactants needed to synthesize the given product. Given the product [CH3:30][NH:29][C:27]([C:23]1[CH:22]=[C:21]([O:8][C:5]2[CH:6]=[CH:7][C:2]([NH2:1])=[CH:3][CH:4]=2)[CH:26]=[CH:25][N:24]=1)=[O:28], predict the reactants needed to synthesize it. The reactants are: [NH2:1][C:2]1[CH:7]=[CH:6][C:5]([OH:8])=[CH:4][CH:3]=1.CC(C)([O-])C.[K+].C1COCC1.Cl[C:21]1[CH:26]=[CH:25][N:24]=[C:23]([C:27]([NH:29][CH3:30])=[O:28])[CH:22]=1.C(=O)([O-])[O-].[K+].[K+].